From a dataset of Forward reaction prediction with 1.9M reactions from USPTO patents (1976-2016). Predict the product of the given reaction. (1) The product is: [C:1]([O:5][C:6]([N:8]1[CH2:13][CH2:12][N:11]([C:14]2[C:19]([C:28]3[CH:29]=[CH:30][C:25]([O:24][CH:21]([CH3:23])[CH3:22])=[CH:26][CH:27]=3)=[N:18][CH:17]=[CH:16][N:15]=2)[CH2:10][CH2:9]1)=[O:7])([CH3:4])([CH3:3])[CH3:2]. Given the reactants [C:1]([O:5][C:6]([N:8]1[CH2:13][CH2:12][N:11]([C:14]2[C:19](Cl)=[N:18][CH:17]=[CH:16][N:15]=2)[CH2:10][CH2:9]1)=[O:7])([CH3:4])([CH3:3])[CH3:2].[CH:21]([O:24][C:25]1[CH:30]=[CH:29][C:28](B(O)O)=[CH:27][CH:26]=1)([CH3:23])[CH3:22].C1(P(C2C=CC=CC=2)C2C=CC=CC=2)C=CC=CC=1.C(=O)([O-])[O-].[Na+].[Na+], predict the reaction product. (2) Given the reactants C1(C)C=CC=CC=1.ClC1C(=O)C(C#N)=C(C#N)C(=O)C=1Cl.[F:22][S:23]([CH:28]1[C:37]2[C:32](=[CH:33][CH:34]=[CH:35][CH:36]=2)[CH2:31][CH:30]=[CH:29]1)([F:27])([F:26])([F:25])[F:24], predict the reaction product. The product is: [F:22][S:23]([C:28]1[C:37]2[C:32](=[CH:33][CH:34]=[CH:35][CH:36]=2)[CH:31]=[CH:30][CH:29]=1)([F:27])([F:26])([F:25])[F:24]. (3) Given the reactants [OH:1][CH:2]1[CH2:11][CH:10]([C:12]([O:14]CC)=[O:13])[CH2:9][C:8]2[N:7]=[N:6][C:5]([C:17]3[CH:22]=[CH:21][CH:20]=[C:19]([C:23]([F:26])([F:25])[F:24])[CH:18]=3)=[CH:4][C:3]1=2.Cl, predict the reaction product. The product is: [OH:1][CH:2]1[CH2:11][CH:10]([C:12]([OH:14])=[O:13])[CH2:9][C:8]2[N:7]=[N:6][C:5]([C:17]3[CH:22]=[CH:21][CH:20]=[C:19]([C:23]([F:25])([F:26])[F:24])[CH:18]=3)=[CH:4][C:3]1=2. (4) Given the reactants [C:1]([O:4][CH2:5][C@H:6]([N:8]1[CH:17]=[CH:16][C:15]2[C:10](=[CH:11][CH:12]=[C:13]([CH3:19])[C:14]=2[NH2:18])[C:9]1=[O:20])[CH3:7])(=[O:3])[CH3:2].[OH:21][C:22]1([CH2:29][C:30](O)=[O:31])[CH2:28][CH2:27][CH2:26][CH2:25][CH2:24][CH2:23]1.C(N(CC)C(C)C)(C)C.CN(C)C=O.C(Cl)Cl, predict the reaction product. The product is: [C:1]([O:4][CH2:5][C@H:6]([N:8]1[CH:17]=[CH:16][C:15]2[C:10](=[CH:11][CH:12]=[C:13]([CH3:19])[C:14]=2[NH:18][C:30](=[O:31])[CH2:29][C:22]2([OH:21])[CH2:28][CH2:27][CH2:26][CH2:25][CH2:24][CH2:23]2)[C:9]1=[O:20])[CH3:7])(=[O:3])[CH3:2]. (5) Given the reactants [C:1]([C:5]1[O:9][CH:8]=[N:7][C:6]=1[CH:10]=C(O)C(O)=O)([CH3:4])([CH3:3])[CH3:2].CC(C)=[O:18], predict the reaction product. The product is: [C:1]([C:5]1[O:9][CH:8]=[N:7][C:6]=1[CH:10]=[O:18])([CH3:2])([CH3:3])[CH3:4]. (6) Given the reactants [NH2:1][C@@H:2]1[CH2:6][CH2:5][N:4]([C:7]2[N:15]=[C:14]3[C:10]([N:11]=[CH:12][N:13]3[C@@H:16]3[CH2:20][C@H:19]([NH:21][C:22](=[O:25])[CH2:23][CH3:24])[C@@H:18]([OH:26])[C@H:17]3[OH:27])=[C:9]([NH:28][CH2:29][CH:30]([C:38]3[CH:43]=[CH:42][C:41]([OH:44])=[CH:40][CH:39]=3)[C:31]3[CH:36]=[CH:35][C:34]([OH:37])=[CH:33][CH:32]=3)[N:8]=2)[CH2:3]1.[ClH:45].[C:46]([Cl:54])(=[O:53])[C:47]1[CH:52]=[CH:51][N:50]=[CH:49][CH:48]=1, predict the reaction product. The product is: [ClH:54].[ClH:45].[OH:44][C:41]1[CH:42]=[CH:43][C:38]([CH:30]([C:31]2[CH:36]=[CH:35][C:34]([OH:37])=[CH:33][CH:32]=2)[CH2:29][NH:28][C:9]2[N:8]=[C:7]([N:4]3[CH2:5][CH2:6][C@@H:2]([NH:1][C:46](=[O:53])[C:47]4[CH:52]=[CH:51][N:50]=[CH:49][CH:48]=4)[CH2:3]3)[N:15]=[C:14]3[C:10]=2[N:11]=[CH:12][N:13]3[C@@H:16]2[CH2:20][C@H:19]([NH:21][C:22](=[O:25])[CH2:23][CH3:24])[C@@H:18]([OH:26])[C@H:17]2[OH:27])=[CH:39][CH:40]=1. (7) The product is: [NH2:1][C:2]1[C:11]2[C:6](=[C:7]([C:26]3[CH:27]=[C:22]([O:21][CH3:20])[CH:23]=[CH:24][C:25]=3[O:28][CH3:29])[C:8]([F:12])=[CH:9][CH:10]=2)[N:5]=[N:4][C:3]=1[C:14]([NH:16][CH2:17][CH2:18][CH3:19])=[O:15]. Given the reactants [NH2:1][C:2]1[C:11]2[C:6](=[C:7](I)[C:8]([F:12])=[CH:9][CH:10]=2)[N:5]=[N:4][C:3]=1[C:14]([NH:16][CH2:17][CH2:18][CH3:19])=[O:15].[CH3:20][O:21][C:22]1[CH:27]=[CH:26][C:25]([O:28][CH3:29])=[CH:24][C:23]=1B(O)O, predict the reaction product.